Predict the reactants needed to synthesize the given product. From a dataset of Full USPTO retrosynthesis dataset with 1.9M reactions from patents (1976-2016). Given the product [F:8][C:6]1[CH:5]=[C:4]([C@@H:9]([CH:13]2[CH2:14][CH2:15][S:16](=[O:20])(=[O:19])[CH2:17][CH2:18]2)[CH2:10][CH:11]=[O:12])[CH:3]=[C:2]([F:1])[CH:7]=1, predict the reactants needed to synthesize it. The reactants are: [F:1][C:2]1[CH:3]=[C:4]([C@@H:9]([CH:13]2[CH2:18][CH2:17][S:16](=[O:20])(=[O:19])[CH2:15][CH2:14]2)[CH2:10][CH2:11][OH:12])[CH:5]=[C:6]([F:8])[CH:7]=1.CC(OI1(OC(C)=O)(OC(C)=O)OC(=O)C2C=CC=CC1=2)=O.